From a dataset of Merck oncology drug combination screen with 23,052 pairs across 39 cell lines. Regression. Given two drug SMILES strings and cell line genomic features, predict the synergy score measuring deviation from expected non-interaction effect. (1) Drug 1: O=P1(N(CCCl)CCCl)NCCCO1. Drug 2: O=C(NOCC(O)CO)c1ccc(F)c(F)c1Nc1ccc(I)cc1F. Cell line: MDAMB436. Synergy scores: synergy=-5.38. (2) Drug 1: CN1C(=O)C=CC2(C)C3CCC4(C)C(NC(=O)OCC(F)(F)F)CCC4C3CCC12. Drug 2: CC1(c2nc3c(C(N)=O)cccc3[nH]2)CCCN1. Cell line: LNCAP. Synergy scores: synergy=34.6. (3) Drug 1: CN1C(=O)C=CC2(C)C3CCC4(C)C(NC(=O)OCC(F)(F)F)CCC4C3CCC12. Drug 2: COC12C(COC(N)=O)C3=C(C(=O)C(C)=C(N)C3=O)N1CC1NC12. Cell line: A2058. Synergy scores: synergy=7.84.